Dataset: Full USPTO retrosynthesis dataset with 1.9M reactions from patents (1976-2016). Task: Predict the reactants needed to synthesize the given product. (1) Given the product [C:30]1([S:29]([C:77]2[C:15]3[C:14](=[CH:19][C:18]([CH:39]=[CH:38][C:43]([NH:49][OH:50])=[O:45])=[CH:17][CH:16]=3)[NH:81][CH:76]=2)(=[O:98])=[O:48])[CH:31]=[CH:32][CH:33]=[CH:34][CH:35]=1, predict the reactants needed to synthesize it. The reactants are: C1C=CC(P([C:14]2[CH:19]=[CH:18][CH:17]=[CH:16][CH:15]=2)C2C=CC=CC=2)=CC=1.[H-].[Na+].C1(S[S:29][C:30]2[CH:35]=[CH:34][CH:33]=[CH:32][CH:31]=2)C=CC=CC=1.C1C=C(Cl)[CH:39]=[C:38]([C:43]([O:45]O)=O)C=1.[Li+].[OH-:48].[NH2:49][O:50]C1CCCCO1.C1CN([P+](ON2N=[N:81][C:76]3[CH:77]=CC=CC2=3)(N2CCCC2)N2CCCC2)CC1.F[P-](F)(F)(F)(F)F.C(O)(C(F)(F)F)=O.C[OH:98]. (2) Given the product [CH3:15][C:14]1[CH:13]=[C:12]([C:10]2[CH:9]=[CH:8][C:5]3[O:6][CH2:7][C:2](=[O:1])[NH:3][C:4]=3[CH:11]=2)[NH:19][N:18]=1, predict the reactants needed to synthesize it. The reactants are: [O:1]=[C:2]1[CH2:7][O:6][C:5]2[CH:8]=[CH:9][C:10]([C:12](=O)[CH2:13][C:14](=O)[CH3:15])=[CH:11][C:4]=2[NH:3]1.[NH2:18][NH2:19]. (3) Given the product [CH3:1][C@H:2]1[CH2:7][CH2:6][C@H:5]([C:8]([N:10]([C@H:26]([C:29]([N:31]2[CH2:32][CH2:33][O:34][CH2:35][CH2:36]2)=[O:30])[CH2:27][CH3:28])[C:11]2[CH:15]=[C:14]([C:16]3[CH:21]=[CH:20][CH:19]=[CH:18][CH:17]=3)[S:13][C:12]=2[C:22]([OH:24])=[O:23])=[O:9])[CH2:4][CH2:3]1, predict the reactants needed to synthesize it. The reactants are: [CH3:1][C@H:2]1[CH2:7][CH2:6][C@H:5]([C:8]([N:10]([C@H:26]([C:29]([N:31]2[CH2:36][CH2:35][O:34][CH2:33][CH2:32]2)=[O:30])[CH2:27][CH3:28])[C:11]2[CH:15]=[C:14]([C:16]3[CH:21]=[CH:20][CH:19]=[CH:18][CH:17]=3)[S:13][C:12]=2[C:22]([O:24]C)=[O:23])=[O:9])[CH2:4][CH2:3]1.C1COCC1.O[Li].O.Cl. (4) Given the product [CH2:25]([C:27]1[S:31][CH:30]=[C:29]([C:32]([N:38]2[CH2:39][C:40]3([CH2:41][CH2:42][N:43]([CH2:46][C:47]4[CH:52]=[CH:51][CH:50]=[C:49]([CH2:53][CH2:54][OH:55])[CH:48]=4)[CH2:44][CH2:45]3)[O:35][CH2:36][CH2:37]2)=[O:34])[CH:28]=1)[CH3:26], predict the reactants needed to synthesize it. The reactants are: CN(C(ON1N=NC2C=CC=NC1=2)=[N+](C)C)C.F[P-](F)(F)(F)(F)F.[CH2:25]([C:27]1[S:31][CH:30]=[C:29]([C:32]([OH:34])=O)[CH:28]=1)[CH3:26].[O:35]1[C:40]2([CH2:45][CH2:44][N:43]([CH2:46][C:47]3[CH:48]=[C:49]([CH2:53][CH2:54][OH:55])[CH:50]=[CH:51][CH:52]=3)[CH2:42][CH2:41]2)[CH2:39][NH:38][CH2:37][CH2:36]1.C(N(CC)CC)C. (5) The reactants are: Cl.[CH3:2][N:3]1[C:7]2[C:8]([CH3:13])=[CH:9][C:10]([NH2:12])=[CH:11][C:6]=2[N:5]=[C:4]1[CH3:14].[I:15][C:16]1[CH:21]=[C:20](I)[N:19]=[CH:18][N:17]=1. Given the product [I:15][C:16]1[N:17]=[CH:18][N:19]=[C:20]([NH:12][C:10]2[CH:9]=[C:8]([CH3:13])[C:7]3[N:3]([CH3:2])[C:4]([CH3:14])=[N:5][C:6]=3[CH:11]=2)[CH:21]=1, predict the reactants needed to synthesize it. (6) The reactants are: [OH:1][C@@H:2]([CH:6]([CH3:8])[CH3:7])[C:3](O)=[O:4].[C:9]([C:13]1[S:17][C:16]([NH:18][C:19](=[O:25])[CH:20]([NH2:24])[CH2:21][CH2:22][CH3:23])=[N:15][N:14]=1)([CH3:12])([CH3:11])[CH3:10].CCN=C=NCCCN(C)C.Cl.C(N(CC)CC)C. Given the product [C:9]([C:13]1[S:17][C:16]([NH:18][C:19](=[O:25])[CH:20]([NH:24][C:3](=[O:4])[CH:2]([OH:1])[CH:6]([CH3:8])[CH3:7])[CH2:21][CH2:22][CH3:23])=[N:15][N:14]=1)([CH3:11])([CH3:10])[CH3:12], predict the reactants needed to synthesize it.